This data is from Forward reaction prediction with 1.9M reactions from USPTO patents (1976-2016). The task is: Predict the product of the given reaction. (1) The product is: [O:3]1[CH2:8][CH2:7][CH2:6][CH2:5][CH:4]1[O:9][CH2:10][CH2:11][C:12]([OH:14])=[O:13]. Given the reactants [OH-].[Na+].[O:3]1[CH2:8][CH2:7][CH2:6][CH2:5][CH:4]1[O:9][CH2:10][CH2:11][C:12]([O:14]C)=[O:13], predict the reaction product. (2) Given the reactants [CH:1]1([NH:4][C:5](=[O:24])[C:6]2[CH:11]=[CH:10][C:9]([CH3:12])=[C:8]([C:13]3[CH:14]=[C:15]4[C:20](=[CH:21][CH:22]=3)[C:19](=[O:23])[NH:18][CH:17]=[CH:16]4)[CH:7]=2)[CH2:3][CH2:2]1.[H-].[Na+].[Br:27][C:28]1[CH:33]=[CH:32][C:31]([CH2:34]Br)=[CH:30][N:29]=1, predict the reaction product. The product is: [Br:27][C:28]1[N:29]=[CH:30][C:31]([CH2:34][N:18]2[CH:17]=[CH:16][C:15]3[C:20](=[CH:21][CH:22]=[C:13]([C:8]4[CH:7]=[C:6]([CH:11]=[CH:10][C:9]=4[CH3:12])[C:5]([NH:4][CH:1]4[CH2:2][CH2:3]4)=[O:24])[CH:14]=3)[C:19]2=[O:23])=[CH:32][CH:33]=1.